The task is: Predict the product of the given reaction.. This data is from Forward reaction prediction with 1.9M reactions from USPTO patents (1976-2016). The product is: [Cl:1][C:2]1[CH:3]=[C:4]2[C:8](=[CH:9][CH:10]=1)[NH:7][CH:6]=[C:5]2[CH2:11][CH2:12][NH:13][C:14]([C:15]1[C:16]([C:27]2[CH:28]=[CH:29][C:24]([F:23])=[CH:25][CH:26]=2)=[CH:17][CH:18]=[CH:19][CH:20]=1)=[O:22]. Given the reactants [Cl:1][C:2]1[CH:3]=[C:4]2[C:8](=[CH:9][CH:10]=1)[NH:7][CH:6]=[C:5]2[CH2:11][CH2:12][NH:13][C:14](=[O:22])[C:15]1[CH:20]=[CH:19][CH:18]=[CH:17][C:16]=1I.[F:23][C:24]1[CH:29]=[CH:28][C:27](B(O)O)=[CH:26][CH:25]=1.C(=O)([O-])[O-].[Na+].[Na+], predict the reaction product.